Dataset: Catalyst prediction with 721,799 reactions and 888 catalyst types from USPTO. Task: Predict which catalyst facilitates the given reaction. (1) Reactant: [NH:1]1[C:6](=O)[CH2:5][NH:4][C@@H:3]2[CH2:8][CH2:9][CH2:10][C@@H:2]12.[H-].[H-].[H-].[H-].[Li+].[Al+3]. Product: [NH:1]1[CH2:6][CH2:5][NH:4][C@@H:3]2[CH2:8][CH2:9][CH2:10][C@@H:2]12. The catalyst class is: 1. (2) Reactant: I[C:2]1[C:10]2[C:5](=[N:6][CH:7]=[N:8][C:9]=2[NH2:11])[N:4]([CH2:12][CH2:13][CH2:14][N:15]2[CH2:20][CH2:19][O:18][CH2:17][CH2:16]2)[N:3]=1.[CH3:21][O:22][C:23]1[CH:28]=[C:27](B2OC(C)(C)C(C)(C)O2)[CH:26]=[CH:25][C:24]=1[NH:38][C:39]([C:41]1[N:42]([CH3:50])[C:43]2[C:48]([CH:49]=1)=[CH:47][CH:46]=[CH:45][CH:44]=2)=[O:40].C(=O)([O-])[O-].[Na+].[Na+]. Product: [NH2:11][C:9]1[N:8]=[CH:7][N:6]=[C:5]2[N:4]([CH2:12][CH2:13][CH2:14][N:15]3[CH2:20][CH2:19][O:18][CH2:17][CH2:16]3)[N:3]=[C:2]([C:27]3[CH:26]=[CH:25][C:24]([NH:38][C:39]([C:41]4[N:42]([CH3:50])[C:43]5[C:48]([CH:49]=4)=[CH:47][CH:46]=[CH:45][CH:44]=5)=[O:40])=[C:23]([O:22][CH3:21])[CH:28]=3)[C:10]=12. The catalyst class is: 108. (3) Reactant: [CH2:1]([N:8]1[C:12]2([CH2:17][CH2:16][N:15]([C:18](=[O:27])[C:19]3[CH:24]=[CH:23][CH:22]=[C:21]([F:25])[C:20]=3[F:26])[CH2:14][CH2:13]2)[NH:11][C@@H:10]([CH2:28][C:29]2[CH:34]=[CH:33][CH:32]=[CH:31][CH:30]=2)[C:9]1=[O:35])[C:2]1[CH:7]=[CH:6][CH:5]=[CH:4][CH:3]=1.O.CCOCC.C[Si]([Cl:46])(C)C. Product: [ClH:46].[CH2:1]([N:8]1[C:12]2([CH2:17][CH2:16][N:15]([C:18](=[O:27])[C:19]3[CH:24]=[CH:23][CH:22]=[C:21]([F:25])[C:20]=3[F:26])[CH2:14][CH2:13]2)[NH:11][C@@H:10]([CH2:28][C:29]2[CH:30]=[CH:31][CH:32]=[CH:33][CH:34]=2)[C:9]1=[O:35])[C:2]1[CH:7]=[CH:6][CH:5]=[CH:4][CH:3]=1. The catalyst class is: 573.